This data is from Reaction yield outcomes from USPTO patents with 853,638 reactions. The task is: Predict the reaction yield, written as a fraction of the theoretical maximum amount of product (1.0 means a 100% yield; for example, 0.34 means a 34% yield). (1) The reactants are [F:1][C@@H:2]1[CH2:6][N:5]([C:7](=[O:10])[CH2:8][OH:9])[C@H:4]([C:11]([NH2:13])=[O:12])[CH2:3]1.CN(C)CCCN(C)C.C(N(CC)CC)C.[C:30]1([S:36](Cl)(=[O:38])=[O:37])[CH:35]=[CH:34][CH:33]=[CH:32][CH:31]=1. The catalyst is C(#N)C.[Cl-].[Na+].O.C(OCC)(=O)C. The product is [C:30]1([S:36]([O:9][CH2:8][C:7]([N:5]2[CH2:6][C@@H:2]([F:1])[CH2:3][C@H:4]2[C:11]([NH2:13])=[O:12])=[O:10])(=[O:38])=[O:37])[CH:35]=[CH:34][CH:33]=[CH:32][CH:31]=1. The yield is 0.910. (2) The reactants are C([O:4][C:5]1[CH:17]=[CH:16][C:8]([O:9][CH2:10][C:11]([O:13][CH2:14][CH3:15])=[O:12])=[C:7]([CH3:18])[CH:6]=1)(=O)C.C[O-].[Na+]. The catalyst is CO. The product is [OH:4][C:5]1[CH:17]=[CH:16][C:8]([O:9][CH2:10][C:11]([O:13][CH2:14][CH3:15])=[O:12])=[C:7]([CH3:18])[CH:6]=1. The yield is 0.770. (3) The reactants are [Cl:1][C:2]1[NH:10][C:9]2[C:8](=[O:11])[N:7]([CH2:12][CH2:13][CH2:14][O:15]C3CCCCO3)[C:6](=[O:22])[N:5]([CH2:23][CH2:24][CH2:25][CH2:26][CH3:27])[C:4]=2[N:3]=1.CC1C=CC(S(O)(=O)=O)=CC=1. The catalyst is CCO. The product is [Cl:1][C:2]1[NH:10][C:9]2[C:8](=[O:11])[N:7]([CH2:12][CH2:13][CH2:14][OH:15])[C:6](=[O:22])[N:5]([CH2:23][CH2:24][CH2:25][CH2:26][CH3:27])[C:4]=2[N:3]=1. The yield is 0.520. (4) The reactants are [C:1]1([C:7]2[N:11]([CH3:12])[N:10]=[CH:9][CH:8]=2)[CH2:6][CH2:5][CH2:4][CH2:3][CH:2]=1.CS(N)(=O)=[O:15].C(O)(C)(C)C.[OH2:23]. No catalyst specified. The product is [CH3:12][N:11]1[C:7]([C@:1]2([OH:15])[CH2:6][CH2:5][CH2:4][CH2:3][C@H:2]2[OH:23])=[CH:8][CH:9]=[N:10]1. The yield is 0.990. (5) The reactants are C(O)(=O)C.[N:5]1[CH:10]=[CH:9][C:8]([C:11]2[CH:19]=[CH:18][CH:17]=[C:16]3[C:12]=2[CH2:13][C:14](=[O:20])[NH:15]3)=[CH:7][CH:6]=1.Cl. The catalyst is CO.O.C(O)(=O)C.[Pt](=O)=O. The product is [NH:5]1[CH2:6][CH2:7][CH:8]([C:11]2[CH:19]=[CH:18][CH:17]=[C:16]3[C:12]=2[CH2:13][C:14](=[O:20])[NH:15]3)[CH2:9][CH2:10]1. The yield is 0.960. (6) The reactants are [F:1][C:2]1[CH:3]=[C:4]([C:10]2[C:15]([C:16]3[CH:21]=[CH:20][C:19]([O:22][CH3:23])=[C:18]([F:24])[CH:17]=3)=[N:14][NH:13][C:12](=[O:25])[CH:11]=2)[CH:5]=[CH:6][C:7]=1[O:8][CH3:9].[CH2:26](I)[CH3:27]. No catalyst specified. The product is [F:1][C:2]1[CH:3]=[C:4]([C:10]2[C:15]([C:16]3[CH:21]=[CH:20][C:19]([O:22][CH3:23])=[C:18]([F:24])[CH:17]=3)=[N:14][N:13]([CH2:26][CH3:27])[C:12](=[O:25])[CH:11]=2)[CH:5]=[CH:6][C:7]=1[O:8][CH3:9]. The yield is 0.972.